This data is from Reaction yield outcomes from USPTO patents with 853,638 reactions. The task is: Predict the reaction yield, written as a fraction of the theoretical maximum amount of product (1.0 means a 100% yield; for example, 0.34 means a 34% yield). (1) The reactants are [F:1][C:2]1[CH:3]=[C:4]([CH:7]=[CH:8][C:9]=1[O:10][CH3:11])[CH:5]=O.[C:12](=O)([O-])[O-].[K+].[K+].[N+](=C(P(=O)(OC)OC)C(=O)C)=[N-]. The yield is 0.769. The product is [C:5]([C:4]1[CH:7]=[CH:8][C:9]([O:10][CH3:11])=[C:2]([F:1])[CH:3]=1)#[CH:12]. The catalyst is CO. (2) The reactants are [C:1]1([C:7]2[N:12]=[C:11]([CH:13]=O)[CH:10]=[CH:9][CH:8]=2)[CH:6]=[CH:5][CH:4]=[CH:3][CH:2]=1.[NH2:15][C@@H:16]([CH2:20][OH:21])[CH:17]([CH3:19])[CH3:18].C(O)(=O)C.C([BH3-])#N. The catalyst is CO. The product is [CH3:18][CH:17]([CH3:19])[C@@H:16]([NH:15][CH2:13][C:11]1[CH:10]=[CH:9][CH:8]=[C:7]([C:1]2[CH:2]=[CH:3][CH:4]=[CH:5][CH:6]=2)[N:12]=1)[CH2:20][OH:21]. The yield is 0.570.